Dataset: Forward reaction prediction with 1.9M reactions from USPTO patents (1976-2016). Task: Predict the product of the given reaction. Given the reactants Cl.Cl.[CH2:3]([CH:5]1[C:13]2[C:12]([N:14]3[CH2:19][CH2:18][NH:17][CH2:16][CH2:15]3)=[N:11][CH:10]=[N:9][C:8]=2[CH2:7][S:6]1)[CH3:4].[C:20]([O:24][C:25]([NH:27][C@H:28]([CH2:32][C:33]1[CH:38]=[CH:37][C:36]([Cl:39])=[C:35]([F:40])[CH:34]=1)[C:29](O)=[O:30])=[O:26])([CH3:23])([CH3:22])[CH3:21].CN(C(ON1N=NC2C=CC=CC1=2)=[N+](C)C)C.F[P-](F)(F)(F)(F)F, predict the reaction product. The product is: [Cl:39][C:36]1[CH:37]=[CH:38][C:33]([CH2:32][C@@H:28]([NH:27][C:25](=[O:26])[O:24][C:20]([CH3:21])([CH3:22])[CH3:23])[C:29]([N:17]2[CH2:16][CH2:15][N:14]([C:12]3[C:13]4[CH:5]([CH2:3][CH3:4])[S:6][CH2:7][C:8]=4[N:9]=[CH:10][N:11]=3)[CH2:19][CH2:18]2)=[O:30])=[CH:34][C:35]=1[F:40].